This data is from Reaction yield outcomes from USPTO patents with 853,638 reactions. The task is: Predict the reaction yield, written as a fraction of the theoretical maximum amount of product (1.0 means a 100% yield; for example, 0.34 means a 34% yield). The reactants are [CH3:1][N:2]([C:6]1[CH:11]=[CH:10][CH:9]=[CH:8][CH:7]=1)[C:3](Cl)=[O:4].[OH:12][C:13]1[N:18]=[CH:17][C:16]([N:19]2[C:24](=[O:25])[CH2:23][CH2:22][CH2:21][C:20]2=[O:26])=[CH:15][CH:14]=1.N12CCN(CC1)CC2. The catalyst is O1CCCC1. The product is [O:26]=[C:20]1[CH2:21][CH2:22][CH2:23][C:24](=[O:25])[N:19]1[C:16]1[CH:17]=[N:18][C:13]([O:12][C:3](=[O:4])[N:2]([CH3:1])[C:6]2[CH:11]=[CH:10][CH:9]=[CH:8][CH:7]=2)=[CH:14][CH:15]=1. The yield is 0.770.